From a dataset of Reaction yield outcomes from USPTO patents with 853,638 reactions. Predict the reaction yield, written as a fraction of the theoretical maximum amount of product (1.0 means a 100% yield; for example, 0.34 means a 34% yield). (1) The reactants are Cl.Cl.[CH3:3][C@H:4]1[C:12]2[C:11]([N:13]3[CH2:18][CH2:17][NH:16][CH2:15][CH2:14]3)=[N:10][CH:9]=[N:8][C:7]=2[C@@H:6]([OH:19])[CH2:5]1.[C:20]([O:24][C:25]([N:27]([CH2:40][CH:41]1[CH2:43][CH2:42]1)[CH2:28][C@H:29]([C:33]1[CH:38]=[CH:37][C:36]([Cl:39])=[CH:35][CH:34]=1)[C:30](O)=[O:31])=[O:26])([CH3:23])([CH3:22])[CH3:21].C(N(C(C)C)CC)(C)C.CN(C(ON1N=NC2C=CC=CC1=2)=[N+](C)C)C.F[P-](F)(F)(F)(F)F. The catalyst is C(Cl)Cl. The product is [Cl:39][C:36]1[CH:37]=[CH:38][C:33]([C@H:29]([C:30]([N:16]2[CH2:15][CH2:14][N:13]([C:11]3[C:12]4[C@H:4]([CH3:3])[CH2:5][C@H:6]([OH:19])[C:7]=4[N:8]=[CH:9][N:10]=3)[CH2:18][CH2:17]2)=[O:31])[CH2:28][N:27]([CH2:40][CH:41]2[CH2:42][CH2:43]2)[C:25](=[O:26])[O:24][C:20]([CH3:23])([CH3:21])[CH3:22])=[CH:34][CH:35]=1. The yield is 0.820. (2) The reactants are [CH3:1][C:2]1[N:3]=[CH:4][C:5]2[C:10]([CH:11]=1)=[CH:9][CH:8]=[CH:7][CH:6]=2.[Br:12]Br. The catalyst is Br.C(Cl)Cl.[OH-].[Na+]. The product is [Br:12][C:11]1[C:10]2[C:5](=[CH:6][CH:7]=[CH:8][CH:9]=2)[CH:4]=[N:3][C:2]=1[CH3:1]. The yield is 0.348. (3) The reactants are [CH2:1]([C:3]1[CH:17]=[CH:16][C:6]([O:7][C:8]2[CH:13]=[CH:12][C:11]([OH:14])=[CH:10][C:9]=2[F:15])=[C:5]([O:18][CH3:19])[CH:4]=1)[CH3:2].[OH-].[K+].[Na+].[I-].Br[CH2:25][CH2:26][CH2:27][N:28]1[C:32](=[O:33])[C:31]2=[CH:34][CH:35]=[CH:36][CH:37]=[C:30]2[C:29]1=[O:38]. The catalyst is CC(C)=O. The product is [CH2:1]([C:3]1[CH:17]=[CH:16][C:6]([O:7][C:8]2[CH:13]=[CH:12][C:11]([O:14][CH2:25][CH2:26][CH2:27][N:28]3[C:32](=[O:33])[C:31]4[C:30](=[CH:37][CH:36]=[CH:35][CH:34]=4)[C:29]3=[O:38])=[CH:10][C:9]=2[F:15])=[C:5]([O:18][CH3:19])[CH:4]=1)[CH3:2]. The yield is 0.510. (4) The reactants are [CH:1]([C:3]1[CH:4]=[C:5]([CH:9]=[CH:10][CH:11]=1)[C:6]([OH:8])=[O:7])=[O:2].[CH:21]1(N=C=N[CH:21]2[CH2:26][CH2:25][CH2:24][CH2:23][CH2:22]2)[CH2:26][CH2:25][CH2:24][CH2:23][CH2:22]1.[C:27](OCC)(=O)C. The catalyst is CN(C)C1C=CN=CC=1.ClCCl. The product is [CH:1]([C:3]1[CH:4]=[C:5]([CH:9]=[CH:10][CH:11]=1)[C:6]([O:8][CH2:27][C:21]1[CH:22]=[CH:23][CH:24]=[CH:25][CH:26]=1)=[O:7])=[O:2]. The yield is 0.815. (5) The reactants are Cl[C:2]1[N:7]=[C:6]([C:8]2[S:12][C:11]3[C:13]([C:17]4[CH:22]=[CH:21][CH:20]=[CH:19][C:18]=4[O:23][CH2:24][CH2:25][O:26]C4CCCCO4)=[CH:14][CH:15]=[CH:16][C:10]=3[CH:9]=2)[C:5]([F:33])=[CH:4][N:3]=1.[N:34]1([CH2:39][CH2:40][NH2:41])[CH:38]=[CH:37][N:36]=[N:35]1.O1CCOCC1.C(O)CCC. The yield is 0.650. The product is [N:34]1([CH2:39][CH2:40][NH:41][C:2]2[N:7]=[C:6]([C:8]3[S:12][C:11]4[C:13]([C:17]5[CH:22]=[CH:21][CH:20]=[CH:19][C:18]=5[O:23][CH2:24][CH2:25][OH:26])=[CH:14][CH:15]=[CH:16][C:10]=4[CH:9]=3)[C:5]([F:33])=[CH:4][N:3]=2)[CH:38]=[CH:37][N:36]=[N:35]1. The catalyst is C(O)(C)(C)C.C(Cl)(Cl)Cl.C(O)(C)C.CN1C(=O)CCC1.O1CCOCC1.CN1C(=O)CCC1.